This data is from Acute oral toxicity (LD50) regression data from Zhu et al.. The task is: Regression/Classification. Given a drug SMILES string, predict its toxicity properties. Task type varies by dataset: regression for continuous values (e.g., LD50, hERG inhibition percentage) or binary classification for toxic/non-toxic outcomes (e.g., AMES mutagenicity, cardiotoxicity, hepatotoxicity). Dataset: ld50_zhu. (1) The molecule is CN1CCCC1=O. The rat oral LD50 is 1.40, given as -log10 of the dose in mol/kg body weight (higher means more acutely toxic). (2) The rat oral LD50 is 1.58, given as -log10 of the dose in mol/kg body weight (higher means more acutely toxic). The drug is CC1CC(=O)CC(C)O1. (3) The compound is CCC#N. The rat oral LD50 is 3.15, given as -log10 of the dose in mol/kg body weight (higher means more acutely toxic). (4) The drug is CC=CC(N)=O. The rat oral LD50 is 1.48, given as -log10 of the dose in mol/kg body weight (higher means more acutely toxic). (5) The drug is CCCC1=NN(c2ccccc2)C(=O)C1C=O. The rat oral LD50 is 2.48, given as -log10 of the dose in mol/kg body weight (higher means more acutely toxic). (6) The molecule is CCS(=O)CCOP(=O)(OC)OC=C(Cl)Cl. The rat oral LD50 is 3.45, given as -log10 of the dose in mol/kg body weight (higher means more acutely toxic). (7) The rat oral LD50 is 2.90, given as -log10 of the dose in mol/kg body weight (higher means more acutely toxic). The drug is NCCNc1ccc(N)cc1.